Dataset: Forward reaction prediction with 1.9M reactions from USPTO patents (1976-2016). Task: Predict the product of the given reaction. (1) Given the reactants [CH3:1][C:2]1([CH3:19])[C:6]([CH3:8])([CH3:7])[O:5][B:4]([C:9]2[CH:14]=[CH:13][C:12]([NH:15][C:16](=[O:18])[CH3:17])=[CH:11][CH:10]=2)[O:3]1.CI.[CH2:22](N(CC)CC)C.O, predict the reaction product. The product is: [CH3:22][N:15]([C:12]1[CH:13]=[CH:14][C:9]([B:4]2[O:3][C:2]([CH3:19])([CH3:1])[C:6]([CH3:7])([CH3:8])[O:5]2)=[CH:10][CH:11]=1)[C:16](=[O:18])[CH3:17]. (2) Given the reactants [CH3:1][C@@H:2]1[C@@H:7]2[CH2:8][C@@H:4]([C@H:5]([O:9][C:10]3[CH:15]=[CH:14][C:13]([C:16]([F:19])([F:18])[F:17])=[CH:12][N:11]=3)[CH2:6]2)[NH:3]1.CC[N:22]([CH:26]([CH3:28])[CH3:27])C(C)C.CN(C(ON1N=[N:44][C:39]2C=CC=[N:43][C:38]1=2)=[N+](C)C)C.F[P-](F)(F)(F)(F)F.CN([CH:56]=[O:57])C, predict the reaction product. The product is: [F:17][C:16]1[CH:13]=[CH:12][C:27]([C:56]([N:3]2[C@H:2]([CH3:1])[C@@H:7]3[CH2:8][C@H:4]2[C@H:5]([O:9][C:10]2[CH:15]=[CH:14][C:13]([C:16]([F:17])([F:19])[F:18])=[CH:12][N:11]=2)[CH2:6]3)=[O:57])=[C:26]([N:22]2[N:43]=[CH:38][CH:39]=[N:44]2)[CH:28]=1.